Dataset: Full USPTO retrosynthesis dataset with 1.9M reactions from patents (1976-2016). Task: Predict the reactants needed to synthesize the given product. (1) Given the product [CH2:1]([N:8]1[CH2:13][CH2:12][CH:11]([CH3:14])[CH:10]([NH:15][C:16]2[C:17]3[N:18]([CH:24]=[CH:25][CH:26]=3)[N:19]=[CH:20][C:21]=2[C:22]([NH2:23])=[O:28])[CH2:9]1)[C:2]1[CH:7]=[CH:6][CH:5]=[CH:4][CH:3]=1, predict the reactants needed to synthesize it. The reactants are: [CH2:1]([N:8]1[CH2:13][CH2:12][CH:11]([CH3:14])[CH:10]([NH:15][C:16]2[C:17]3[N:18]([CH:24]=[CH:25][CH:26]=3)[N:19]=[CH:20][C:21]=2[C:22]#[N:23])[CH2:9]1)[C:2]1[CH:7]=[CH:6][CH:5]=[CH:4][CH:3]=1.[NH4+].[OH-:28].OO. (2) Given the product [F:45][C@H:10]1[C@@H:9]([OH:8])[C@H:14]([OH:15])[C@@H:13]([CH2:19][OH:20])[O:12][C@@H:11]1[O:24][C:25]1[CH:26]=[CH:27][C:28]([C:31]2[CH:36]=[C:35]([C:37]([O:39][CH3:40])=[O:38])[CH:34]=[C:33]([C:41]([O:43][CH3:44])=[O:42])[CH:32]=2)=[CH:29][CH:30]=1, predict the reactants needed to synthesize it. The reactants are: C([O-])(=O)C.C([O:8][C@H:9]1[C@H:14]([O:15]C(=O)C)[C@@H:13]([CH2:19][O:20]C(=O)C)[O:12][C@H:11]([O:24][C:25]2[CH:30]=[CH:29][C:28]([C:31]3[CH:32]=[C:33]([C:41]([O:43][CH3:44])=[O:42])[CH:34]=[C:35]([C:37]([O:39][CH3:40])=[O:38])[CH:36]=3)=[CH:27][CH:26]=2)[C@H:10]1[F:45])(=O)C. (3) The reactants are: [Cl:1][C:2]1[CH:7]=[CH:6][CH:5]=[CH:4][C:3]=1[CH:8]([N:19]1[CH2:24][CH2:23][C:22]2[NH:25][CH:26]=[CH:27][C:21]=2[CH2:20]1)[CH2:9][CH2:10][CH2:11][CH2:12][C:13]([CH3:18])([CH3:17])[C:14]([OH:16])=[O:15].Cl. Given the product [ClH:1].[Cl:1][C:2]1[CH:7]=[CH:6][CH:5]=[CH:4][C:3]=1[CH:8]([N:19]1[CH2:24][CH2:23][C:22]2[NH:25][CH:26]=[CH:27][C:21]=2[CH2:20]1)[CH2:9][CH2:10][CH2:11][CH2:12][C:13]([CH3:18])([CH3:17])[C:14]([OH:16])=[O:15], predict the reactants needed to synthesize it. (4) Given the product [O:18]1[C:12]([C:9]2[CH:10]=[CH:11][C:6]([C:4]#[N:5])=[CH:7][CH:8]=2)=[CH:13][CH:14]=[N:15]1, predict the reactants needed to synthesize it. The reactants are: Cl.NO.[C:4]([C:6]1[CH:11]=[CH:10][C:9]([C:12](=[O:18])[CH:13]=[CH:14][N:15](C)C)=[CH:8][CH:7]=1)#[N:5]. (5) The reactants are: [F:1][C:2]([F:7])([F:6])[C:3](O)=O.CS(O[CH:13]([C:35]1[CH:40]=C[C:38](C(F)(F)F)=[CH:37][CH:36]=1)[C:14]([N:16]1[CH2:21][CH2:20][N:19]2[CH2:22][C@H:23]([O:25][C:26]3[CH:31]=[N:30][C:29]([CH:32]4[CH2:34][CH2:33]4)=[CH:28][N:27]=3)[CH2:24][C@H:18]2[CH2:17]1)=[O:15])(=O)=O.[F:45][CH:46]([F:49])[CH2:47][NH2:48].C(N)C. Given the product [CH:32]1([C:29]2[N:30]=[CH:31][C:26]([O:25][C@H:23]3[CH2:22][N:19]4[CH2:20][CH2:21][N:16]([C:14](=[O:15])[CH:13]([NH:48][CH2:47][CH:46]([F:49])[F:45])[C:35]5[CH:36]=[CH:37][CH:38]=[C:3]([C:2]([F:7])([F:6])[F:1])[CH:40]=5)[CH2:17][C@@H:18]4[CH2:24]3)=[N:27][CH:28]=2)[CH2:33][CH2:34]1, predict the reactants needed to synthesize it.